Dataset: Full USPTO retrosynthesis dataset with 1.9M reactions from patents (1976-2016). Task: Predict the reactants needed to synthesize the given product. (1) Given the product [Cl:18][CH2:10][C:7]1[CH:8]=[CH:9][C:4]([CH:1]2[CH2:3][CH2:2]2)=[C:5]([C:12]([F:15])([F:14])[F:13])[CH:6]=1, predict the reactants needed to synthesize it. The reactants are: [CH:1]1([C:4]2[CH:9]=[CH:8][C:7]([CH2:10]O)=[CH:6][C:5]=2[C:12]([F:15])([F:14])[F:13])[CH2:3][CH2:2]1.S(Cl)([Cl:18])=O. (2) Given the product [C:13]([C:12]1[CH:11]=[C:10]([CH3:16])[S:9][C:8]=1[C:4]1[CH:3]=[C:2]([O:1][C:30](=[O:31])[NH:29][CH2:28][CH2:27][CH2:26][CH2:25][CH2:24][CH2:23][C:17]2[CH:18]=[CH:19][CH:20]=[CH:21][CH:22]=2)[CH:7]=[CH:6][CH:5]=1)(=[O:14])[NH2:15], predict the reactants needed to synthesize it. The reactants are: [OH:1][C:2]1[CH:3]=[C:4]([C:8]2[S:9][C:10]([CH3:16])=[CH:11][C:12]=2[C:13]([NH2:15])=[O:14])[CH:5]=[CH:6][CH:7]=1.[C:17]1([CH2:23][CH2:24][CH2:25][CH2:26][CH2:27][CH2:28][N:29]=[C:30]=[O:31])[CH:22]=[CH:21][CH:20]=[CH:19][CH:18]=1.